This data is from Reaction yield outcomes from USPTO patents with 853,638 reactions. The task is: Predict the reaction yield, written as a fraction of the theoretical maximum amount of product (1.0 means a 100% yield; for example, 0.34 means a 34% yield). (1) The reactants are [F:1][C:2]1[CH:7]=[C:6]([N:8]2[CH2:12][CH2:11][NH:10][C:9]2=[O:13])[CH:5]=[CH:4][C:3]=1[N:14]1[CH:19]=[C:18]([O:20][CH3:21])[C:17](=[O:22])[C:16]([C:23]2[N:27]([C:28]3[CH:33]=[CH:32][CH:31]=[CH:30][CH:29]=3)[N:26]=[CH:25][CH:24]=2)=[N:15]1.I[CH3:35].[H-].[Na+]. The catalyst is CN(C=O)C. The product is [F:1][C:2]1[CH:7]=[C:6]([N:8]2[CH2:12][CH2:11][N:10]([CH3:35])[C:9]2=[O:13])[CH:5]=[CH:4][C:3]=1[N:14]1[CH:19]=[C:18]([O:20][CH3:21])[C:17](=[O:22])[C:16]([C:23]2[N:27]([C:28]3[CH:29]=[CH:30][CH:31]=[CH:32][CH:33]=3)[N:26]=[CH:25][CH:24]=2)=[N:15]1. The yield is 0.590. (2) The reactants are [C:1]([C:3]1[CH:4]=[CH:5][C:6]([F:12])=[C:7]([CH:11]=1)[C:8](O)=[O:9])#[N:2].S(Cl)(Cl)=O.[BH4-].[Na+]. No catalyst specified. The product is [F:12][C:6]1[CH:5]=[CH:4][C:3]([C:1]#[N:2])=[CH:11][C:7]=1[CH2:8][OH:9]. The yield is 0.600.